This data is from Full USPTO retrosynthesis dataset with 1.9M reactions from patents (1976-2016). The task is: Predict the reactants needed to synthesize the given product. Given the product [NH2:19][C:11]1[C:10]([CH2:9][OH:20])=[C:15]([CH2:23][O:22][CH3:26])[CH:14]=[CH:13][N:12]=1, predict the reactants needed to synthesize it. The reactants are: [H-].[Al+3].[Li+].[H-].[H-].[H-].CO[C:9](=[O:20])[C:10]1[CH:15]=[CH:14][C:13](COC)=[N:12][C:11]=1[NH2:19].N.[O:22]1[CH2:26]CC[CH2:23]1.